Dataset: Forward reaction prediction with 1.9M reactions from USPTO patents (1976-2016). Task: Predict the product of the given reaction. (1) Given the reactants [C:1]([C:5]1[N:10]=[C:9]([C:11](=[O:13])[CH3:12])[CH:8]=[CH:7][CH:6]=1)([CH3:4])([CH3:3])[CH3:2].[CH3:14][Mg+].[Br-], predict the reaction product. The product is: [C:1]([C:5]1[N:10]=[C:9]([C:11]([OH:13])([CH3:14])[CH3:12])[CH:8]=[CH:7][CH:6]=1)([CH3:4])([CH3:2])[CH3:3]. (2) Given the reactants [F:1][C:2]1[CH:3]=[C:4]([CH:7]=[CH:8][C:9]=1[O:10][C:11]1[CH:16]=[CH:15][C:14]([CH:17]=[O:18])=[CH:13][CH:12]=1)[C:5]#[N:6].OO.C(=O)([O-])[O-:22].[K+].[K+], predict the reaction product. The product is: [F:1][C:2]1[CH:3]=[C:4]([CH:7]=[CH:8][C:9]=1[O:10][C:11]1[CH:16]=[CH:15][C:14]([CH:17]=[O:18])=[CH:13][CH:12]=1)[C:5]([NH2:6])=[O:22]. (3) Given the reactants [C:1]([N:8]1[CH:12]=[CH:11]N=[CH:9]1)([N:3]1C=CN=C1)=[S:2].N1CC[O:16][CH2:15]C1, predict the reaction product. The product is: [N:8]1([C:1](=[S:2])[NH2:3])[CH2:12][CH2:11][O:16][CH2:15][CH2:9]1.